The task is: Predict the reaction yield, written as a fraction of the theoretical maximum amount of product (1.0 means a 100% yield; for example, 0.34 means a 34% yield).. This data is from Reaction yield outcomes from USPTO patents with 853,638 reactions. (1) The reactants are [NH2:1][C:2]1[CH:3]=[C:4]([CH:21]=[CH:22][C:23]=1[F:24])[O:5][C:6]1[CH:7]=[CH:8][C:9]2[N:10]([CH:12]=[C:13]([NH:15][C:16]([CH:18]3[CH2:20][CH2:19]3)=[O:17])[N:14]=2)[N:11]=1.[CH3:25][N:26]1[C:30]([C:31](O)=[O:32])=[C:29]([CH3:34])[CH:28]=[N:27]1.O1CCCC1.S(Cl)(Cl)=O. The catalyst is CN(C)C=O.CN(C)C(=O)C. The product is [CH:18]1([C:16]([NH:15][C:13]2[N:14]=[C:9]3[CH:8]=[CH:7][C:6]([O:5][C:4]4[CH:21]=[CH:22][C:23]([F:24])=[C:2]([NH:1][C:31]([C:30]5[N:26]([CH3:25])[N:27]=[CH:28][C:29]=5[CH3:34])=[O:32])[CH:3]=4)=[N:11][N:10]3[CH:12]=2)=[O:17])[CH2:20][CH2:19]1. The yield is 0.670. (2) The catalyst is CN(C)C=O.O. The product is [C:33]([O:32][C:30]([N:8]([CH3:21])[CH2:7][CH:2]([OH:1])[C:3]([O:5][CH3:6])=[O:4])=[O:31])([CH3:36])([CH3:35])[CH3:34]. The yield is 0.200. The reactants are [OH:1][CH:2]([CH2:7][N:8]([CH3:21])S(C1C=CC=CC=1[N+]([O-])=O)(=O)=O)[C:3]([O:5][CH3:6])=[O:4].C(O)(=O)CS.O.[OH-].[Li+].[C:30](O[C:30]([O:32][C:33]([CH3:36])([CH3:35])[CH3:34])=[O:31])([O:32][C:33]([CH3:36])([CH3:35])[CH3:34])=[O:31]. (3) The reactants are [Si]([O:8][CH2:9][C:10]1[S:14][C:13]([C:15](=[N:17][OH:18])[NH2:16])=[C:12]([CH2:19][CH3:20])[CH:11]=1)(C(C)(C)C)(C)C.[F:21][C:22]1[CH:37]=[CH:36][CH:35]=[CH:34][C:23]=1[O:24][C:25]1[CH:33]=[CH:32][C:28]([C:29](O)=O)=[CH:27][CH:26]=1.C1(N=C=NC2CCCCC2)CCCCC1.[F-].C([N+](CCCC)(CCCC)CCCC)CCC.O1CCCC1. The catalyst is ClCCl.O.CCCCCC. The product is [CH2:19]([C:12]1[CH:11]=[C:10]([CH2:9][OH:8])[S:14][C:13]=1[C:15]1[N:16]=[C:29]([C:28]2[CH:32]=[CH:33][C:25]([O:24][C:23]3[CH:34]=[CH:35][CH:36]=[CH:37][C:22]=3[F:21])=[CH:26][CH:27]=2)[O:18][N:17]=1)[CH3:20]. The yield is 0.890. (4) The product is [F:16][C:2]1([F:1])[CH2:5][C:4]([C:10]2[CH:11]=[N:12][CH:13]=[CH:14][CH:15]=2)([C:6]([OH:8])=[O:7])[CH2:3]1. The reactants are [F:1][C:2]1([F:16])[CH2:5][C:4]([C:10]2[CH:11]=[N:12][CH:13]=[CH:14][CH:15]=2)([C:6]([O:8]C)=[O:7])[CH2:3]1.[OH-].[Na+]. The yield is 0.680. The catalyst is C1COCC1.O. (5) The reactants are [C:1]1([C:7]2[O:11][N:10]=[C:9]([C:12]3[O:16][N:15]=[C:14]([C:17]4[CH:34]=[CH:33][C:20]([CH2:21][N:22]5[CH2:25][CH:24]([C:26]([O:28]C(C)(C)C)=[O:27])[CH2:23]5)=[CH:19][CH:18]=4)[N:13]=3)[C:8]=2[C:35]([F:38])([F:37])[F:36])[CH:6]=[CH:5][CH:4]=[CH:3][CH:2]=1. The catalyst is FC(F)(F)C(O)=O. The product is [C:1]1([C:7]2[O:11][N:10]=[C:9]([C:12]3[O:16][N:15]=[C:14]([C:17]4[CH:34]=[CH:33][C:20]([CH2:21][N:22]5[CH2:25][CH:24]([C:26]([OH:28])=[O:27])[CH2:23]5)=[CH:19][CH:18]=4)[N:13]=3)[C:8]=2[C:35]([F:36])([F:37])[F:38])[CH:6]=[CH:5][CH:4]=[CH:3][CH:2]=1. The yield is 0.741. (6) The reactants are Br[CH2:2][C:3]1[CH:8]=[C:7]([N+:9]([O-:11])=[O:10])[CH:6]=[C:5]([F:12])[CH:4]=1.CCN(C(C)C)C(C)C.[CH3:22][N:23]1[CH2:28][CH2:27][NH:26][CH2:25][CH2:24]1. The catalyst is C1COCC1. The product is [F:12][C:5]1[CH:4]=[C:3]([CH:8]=[C:7]([N+:9]([O-:11])=[O:10])[CH:6]=1)[CH2:2][N:26]1[CH2:27][CH2:28][N:23]([CH3:22])[CH2:24][CH2:25]1. The yield is 0.800.